This data is from Forward reaction prediction with 1.9M reactions from USPTO patents (1976-2016). The task is: Predict the product of the given reaction. (1) Given the reactants Cl.[C:2]([C:4]1([NH:10][C:11]([CH:13]([NH:21][C:22]([N:24]2[CH2:29][CH2:28][O:27][CH2:26][CH2:25]2)=[O:23])[CH2:14][CH:15]2[CH2:20][CH2:19][CH2:18][CH2:17][CH2:16]2)=[O:12])[CH2:9][CH2:8][NH:7][CH2:6][CH2:5]1)#[N:3].CCN(C(C)C)C(C)C.[C:39]1([CH3:49])[CH:44]=[CH:43][C:42]([S:45]([OH:48])(=[O:47])=[O:46])=[CH:41][CH:40]=1.[C:50](N1C2C=CC=CC=2N=N1)(=[NH:52])[NH2:51], predict the reaction product. The product is: [C:39]1([CH3:49])[CH:40]=[CH:41][C:42]([S:45]([OH:48])(=[O:46])=[O:47])=[CH:43][CH:44]=1.[C:50]([N:7]1[CH2:6][CH2:5][C:4]([NH:10][C:11]([CH:13]([NH:21][C:22]([N:24]2[CH2:29][CH2:28][O:27][CH2:26][CH2:25]2)=[O:23])[CH2:14][CH:15]2[CH2:16][CH2:17][CH2:18][CH2:19][CH2:20]2)=[O:12])([C:2]#[N:3])[CH2:9][CH2:8]1)(=[NH:51])[NH2:52]. (2) Given the reactants [N:1]1[CH:6]=[CH:5][C:4]([C:7]2[N:11]=[C:10]([CH2:12][NH:13][C:14](=[O:20])[O:15][C:16]([CH3:19])([CH3:18])[CH3:17])[NH:9][N:8]=2)=[CH:3][CH:2]=1.Br[CH2:22][CH2:23][OH:24].C(=O)([O-])[O-].[K+].[K+].N1C=CN=N1, predict the reaction product. The product is: [OH:24][CH2:23][CH2:22][N:9]1[C:10]([CH2:12][NH:13][C:14](=[O:20])[O:15][C:16]([CH3:17])([CH3:19])[CH3:18])=[N:11][C:7]([C:4]2[CH:5]=[CH:6][N:1]=[CH:2][CH:3]=2)=[N:8]1.